Binary Classification. Given a T-cell receptor sequence (or CDR3 region) and an epitope sequence, predict whether binding occurs between them. From a dataset of TCR-epitope binding with 47,182 pairs between 192 epitopes and 23,139 TCRs. (1) The epitope is IQYIDIGNY. The TCR CDR3 sequence is CAAQATNTGELFF. Result: 0 (the TCR does not bind to the epitope). (2) Result: 1 (the TCR binds to the epitope). The epitope is NLVPMVATV. The TCR CDR3 sequence is CAWSVLFGGRSYEQYF.